The task is: Predict the product of the given reaction.. This data is from Forward reaction prediction with 1.9M reactions from USPTO patents (1976-2016). (1) Given the reactants [CH3:1][N:2]([CH3:31])[C:3]([N:5]1[CH2:9][CH:8]2[CH2:10][C:11]([CH2:24][C:25]3[CH:30]=[CH:29][CH:28]=[CH:27][CH:26]=3)([NH:13][CH2:14][C:15]([N:17]3[CH2:21][CH2:20][CH2:19][C@H:18]3[C:22]#[N:23])=[O:16])[CH2:12][CH:7]2[CH2:6]1)=[O:4].[C:32]([OH:41])(=[O:40])[CH:33]([CH:35]([C:37]([OH:39])=[O:38])[OH:36])[OH:34].CCCCCC, predict the reaction product. The product is: [C:37]([CH:35]([CH:33]([C:32]([OH:41])=[O:40])[OH:34])[OH:36])([OH:39])=[O:38].[CH3:31][N:2]([CH3:1])[C:3]([N:5]1[CH2:9][CH:8]2[CH2:10][C:11]([CH2:24][C:25]3[CH:26]=[CH:27][CH:28]=[CH:29][CH:30]=3)([NH:13][CH2:14][C:15]([N:17]3[CH2:21][CH2:20][CH2:19][C@H:18]3[C:22]#[N:23])=[O:16])[CH2:12][CH:7]2[CH2:6]1)=[O:4]. (2) Given the reactants [Cl:1][C:2]1[CH:32]=[CH:31][C:5]([CH2:6][N:7]2[C:15]3[C:10](=[CH:11][C:12](/[CH:16]=[C:17]4/[C:18](=[O:30])[N:19]([CH2:23][C@H:24]5[O:29][CH2:28][CH2:27][NH:26][CH2:25]5)[C:20](=[O:22])[S:21]/4)=[CH:13][CH:14]=3)[CH:9]=[N:8]2)=[C:4]([C:33]([F:36])([F:35])[F:34])[CH:3]=1.[CH3:37][O:38][CH2:39][CH2:40]Br, predict the reaction product. The product is: [Cl:1][C:2]1[CH:32]=[CH:31][C:5]([CH2:6][N:7]2[C:15]3[C:10](=[CH:11][C:12](/[CH:16]=[C:17]4/[C:18](=[O:30])[N:19]([CH2:23][C@H:24]5[O:29][CH2:28][CH2:27][N:26]([CH2:40][CH2:39][O:38][CH3:37])[CH2:25]5)[C:20](=[O:22])[S:21]/4)=[CH:13][CH:14]=3)[CH:9]=[N:8]2)=[C:4]([C:33]([F:36])([F:35])[F:34])[CH:3]=1. (3) Given the reactants [CH2:1]([N:8]([CH2:19][CH3:20])[C:9](=O)[C:10]1[CH:15]=[CH:14][C:13]([CH2:16][Cl:17])=[CH:12][CH:11]=1)[C:2]1[CH:7]=[CH:6][CH:5]=[CH:4][CH:3]=1.[H-].[H-].[H-].[H-].[Li+].[Al+3], predict the reaction product. The product is: [CH2:1]([N:8]([CH2:9][C:10]1[CH:15]=[CH:14][C:13]([CH2:16][Cl:17])=[CH:12][CH:11]=1)[CH2:19][CH3:20])[C:2]1[CH:3]=[CH:4][CH:5]=[CH:6][CH:7]=1. (4) The product is: [F:31][C:21]([F:20])([F:30])[CH2:22][CH2:23][S:24]([CH:27]([CH2:18][CH2:17][CH2:16][CH2:15][CH2:14][CH2:13][C:12]#[CH:11])[C:28]#[N:29])(=[O:25])=[O:26]. Given the reactants C1(C)C=CC(S(O[CH2:11][CH2:12][CH2:13][CH2:14][CH2:15][CH2:16][C:17]#[CH:18])(=O)=O)=CC=1.[F:20][C:21]([F:31])([F:30])[CH2:22][CH2:23][S:24]([CH2:27][C:28]#[N:29])(=[O:26])=[O:25].C(=O)([O-])[O-].[K+].[K+].Cl, predict the reaction product.